Dataset: Catalyst prediction with 721,799 reactions and 888 catalyst types from USPTO. Task: Predict which catalyst facilitates the given reaction. (1) Reactant: [N:1]1[C:10]2[CH2:9][CH2:8][CH2:7][CH2:6][C:5]=2[N:4]=[CH:3][CH:2]=1.[Br:11]NC(=O)CCC(N)=O.C(=O)(O)[O-].[Na+]. Product: [Br:11][CH:9]1[CH2:8][CH2:7][CH2:6][C:5]2[N:4]=[CH:3][CH:2]=[N:1][C:10]1=2. The catalyst class is: 340. (2) The catalyst class is: 9. Reactant: [Br:1][C:2]1[CH:22]=[CH:21][CH:20]=[CH:19][C:3]=1[O:4][C:5]1[CH2:9][N:8]([C@@H:10]([CH2:14][CH:15]([CH3:17])[CH3:16])[C:11]([OH:13])=O)[C:7](=[O:18])[CH:6]=1.[CH3:23][C:24]1([CH3:36])[O:28][C@H:27]([CH2:29][N:30]2[CH:34]=[CH:33][C:32]([NH2:35])=[N:31]2)[CH2:26][O:25]1.F[P-](F)(F)(F)(F)F.N1(O[P+](N(C)C)(N(C)C)N(C)C)C2C=CC=CC=2N=N1.C(N(CC)C(C)C)(C)C. Product: [CH3:23][C:24]1([CH3:36])[O:28][C@H:27]([CH2:29][N:30]2[CH:34]=[CH:33][C:32]([NH:35][C:11](=[O:13])[C@@H:10]([N:8]3[CH2:9][C:5]([O:4][C:3]4[CH:19]=[CH:20][CH:21]=[CH:22][C:2]=4[Br:1])=[CH:6][C:7]3=[O:18])[CH2:14][CH:15]([CH3:17])[CH3:16])=[N:31]2)[CH2:26][O:25]1. (3) Reactant: [Br:1][C:2]1[C:11]([C:12]2[CH:17]=[CH:16][CH:15]=[CH:14][N:13]=2)=[CH:10][C:9]2[N:8]([CH2:18][C:19]([F:22])([F:21])[F:20])[C:7](=[O:23])[C:6]3[CH:24]=[N:25][N:26](C4CCCCO4)[C:5]=3[C:4]=2[CH:3]=1.BrC1C(C2C=CC=CN=2)=CC2N(CC(F)(F)F)C(=O)C3CN(C4CCCCO4)NC=3C=2C=1.[ClH:65]. Product: [ClH:65].[Br:1][C:2]1[C:11]([C:12]2[CH:17]=[CH:16][CH:15]=[CH:14][N:13]=2)=[CH:10][C:9]2[N:8]([CH2:18][C:19]([F:21])([F:22])[F:20])[C:7](=[O:23])[C:6]3[CH:24]=[N:25][NH:26][C:5]=3[C:4]=2[CH:3]=1. The catalyst class is: 12. (4) Reactant: [CH2:1]([C@@:5]1([CH2:31][CH3:32])[NH:11][C@H:10]([C:12]2[CH:17]=[CH:16][CH:15]=[CH:14][CH:13]=2)[C:9]2[CH:18]=[C:19]([O:27][CH3:28])[C:20]([CH2:22][CH2:23][C:24](O)=[O:25])=[CH:21][C:8]=2[S:7](=[O:30])(=[O:29])[CH2:6]1)[CH2:2][CH2:3][CH3:4].CCN(C(C)C)C(C)C.CN(C(ON1N=NC2C=CC=NC1=2)=[N+](C)C)C.F[P-](F)(F)(F)(F)F.Cl.[CH3:67][O:68][C:69](=[O:72])[CH2:70][NH2:71]. Product: [CH2:1]([C@@:5]1([CH2:31][CH3:32])[NH:11][C@H:10]([C:12]2[CH:13]=[CH:14][CH:15]=[CH:16][CH:17]=2)[C:9]2[CH:18]=[C:19]([O:27][CH3:28])[C:20]([CH2:22][CH2:23][C:24]([NH:71][CH2:70][C:69]([O:68][CH3:67])=[O:72])=[O:25])=[CH:21][C:8]=2[S:7](=[O:29])(=[O:30])[CH2:6]1)[CH2:2][CH2:3][CH3:4]. The catalyst class is: 2.